From a dataset of Reaction yield outcomes from USPTO patents with 853,638 reactions. Predict the reaction yield, written as a fraction of the theoretical maximum amount of product (1.0 means a 100% yield; for example, 0.34 means a 34% yield). The reactants are [Cl:1][C:2]1[CH:8]=[C:7]([O:9][C:10]2[C:19]3[C:14](=[CH:15][C:16]([O:22][CH3:23])=[C:17]([O:20][CH3:21])[CH:18]=3)[N:13]=[CH:12][N:11]=2)[CH:6]=[CH:5][C:3]=1[NH2:4].C(N(CC)CC)C.Cl[C:32](Cl)([O:34]C(=O)OC(Cl)(Cl)Cl)Cl.[NH2:43][C:44]1[CH:48]=[C:47]([CH3:49])[O:46][N:45]=1. The catalyst is C(Cl)(Cl)Cl.O. The product is [Cl:1][C:2]1[CH:8]=[C:7]([O:9][C:10]2[C:19]3[C:14](=[CH:15][C:16]([O:22][CH3:23])=[C:17]([O:20][CH3:21])[CH:18]=3)[N:13]=[CH:12][N:11]=2)[CH:6]=[CH:5][C:3]=1[NH:4][C:32]([NH:43][C:44]1[CH:48]=[C:47]([CH3:49])[O:46][N:45]=1)=[O:34]. The yield is 0.320.